From a dataset of Reaction yield outcomes from USPTO patents with 853,638 reactions. Predict the reaction yield, written as a fraction of the theoretical maximum amount of product (1.0 means a 100% yield; for example, 0.34 means a 34% yield). (1) The reactants are C(OC([NH:8][C:9]1[CH:14]=[CH:13][CH:12]=[CH:11][C:10]=1[NH:15][C:16]([C:18]1[CH:23]=[CH:22][C:21]([C:24]2[C:32]([CH3:33])=[CH:31][C:27]([C:28](O)=[O:29])=[CH:26][N:25]=2)=[CH:20][CH:19]=1)=[O:17])=O)(C)(C)C.ClC(N(C)C)=C(C)C.N1C=CC=CC=1.[NH2:48][CH2:49][CH2:50][N:51]1[CH2:55][CH2:54][CH2:53][CH2:52]1.C(=O)(O)[O-].[Na+]. The catalyst is ClCCl.O. The product is [NH2:8][C:9]1[CH:14]=[CH:13][CH:12]=[CH:11][C:10]=1[NH:15][C:16]([C:18]1[CH:19]=[CH:20][C:21]([C:24]2[C:32]([CH3:33])=[CH:31][C:27]([C:28]([NH:48][CH2:49][CH2:50][N:51]3[CH2:55][CH2:54][CH2:53][CH2:52]3)=[O:29])=[CH:26][N:25]=2)=[CH:22][CH:23]=1)=[O:17]. The yield is 0.0600. (2) The yield is 0.380. The catalyst is C1(C)C=CC=CC=1.CC([O-])=O.CC([O-])=O.[Pd+2].C1C=CC(P(C2C(C3C(P(C4C=CC=CC=4)C4C=CC=CC=4)=CC=C4C=3C=CC=C4)=C3C(C=CC=C3)=CC=2)C2C=CC=CC=2)=CC=1. The product is [Cl:1][C:2]1[CH:3]=[C:4]([C:9]([N:11]2[CH2:16][CH2:15][CH2:14][CH:13]([CH2:17][CH3:18])[CH2:12]2)=[O:10])[CH:5]=[N:6][C:7]=1[NH:24][C:23]1[CH:25]=[CH:26][C:20]([Cl:19])=[CH:21][CH:22]=1. The reactants are [Cl:1][C:2]1[CH:3]=[C:4]([C:9]([N:11]2[CH2:16][CH2:15][CH2:14][CH:13]([CH2:17][CH3:18])[CH2:12]2)=[O:10])[CH:5]=[N:6][C:7]=1Cl.[Cl:19][C:20]1[CH:26]=[CH:25][C:23]([NH2:24])=[CH:22][CH:21]=1.C(=O)([O-])[O-].[K+].[K+].CCOC(C)=O. (3) The product is [CH3:12][S:13]([O:11][CH2:10][CH2:9][CH2:8][C:6]1[CH:5]=[CH:4][N:3]=[C:2]([F:1])[CH:7]=1)(=[O:15])=[O:14]. The reactants are [F:1][C:2]1[CH:7]=[C:6]([CH2:8][CH2:9][CH2:10][OH:11])[CH:5]=[CH:4][N:3]=1.[CH3:12][S:13](OCCC1C=CN=C(F)C=1)(=[O:15])=[O:14]. No catalyst specified. The yield is 0.690. (4) The reactants are [F:1][C:2]1[N:7]=[C:6]2[O:8][C:9]([C:11]3[CH:12]=[C:13]4[CH:19]=[CH:18][N:17](CC5C=CC(OC)=CC=5)[C:14]4=[N:15][CH:16]=3)=[N:10][C:5]2=[CH:4][CH:3]=1. The catalyst is C(O)(C(F)(F)F)=O. The product is [F:1][C:2]1[N:7]=[C:6]2[O:8][C:9]([C:11]3[CH:12]=[C:13]4[CH:19]=[CH:18][NH:17][C:14]4=[N:15][CH:16]=3)=[N:10][C:5]2=[CH:4][CH:3]=1. The yield is 0.0600. (5) The reactants are [CH3:1][O:2][CH2:3][CH2:4][O:5][C:6]1[CH:11]=[CH:10][C:9](/[CH:12]=[CH:13]/[C:14]([OH:16])=O)=[C:8]([O:17][CH2:18][CH:19]2[CH2:23][CH2:22][CH2:21][O:20]2)[CH:7]=1.CC1C=CC=C([N+]([O-])=O)C=1C(OC(=O)C1C([N+]([O-])=O)=CC=CC=1C)=O.[CH2:49]([S:54]([NH2:57])(=[O:56])=[O:55])[CH2:50][CH2:51][CH2:52][CH3:53].[Cl-].[NH4+]. The catalyst is C(#N)C.CN(C)C1C=CN=CC=1.C(N(CC)CC)C. The product is [CH3:1][O:2][CH2:3][CH2:4][O:5][C:6]1[CH:11]=[CH:10][C:9](/[CH:12]=[CH:13]/[C:14]([NH:57][S:54]([CH2:49][CH2:50][CH2:51][CH2:52][CH3:53])(=[O:56])=[O:55])=[O:16])=[C:8]([O:17][CH2:18][CH:19]2[CH2:23][CH2:22][CH2:21][O:20]2)[CH:7]=1. The yield is 0.690. (6) The catalyst is O. The reactants are [CH3:1][C:2]1([CH3:39])[CH2:13][C:12]2[CH:11]=[C:10]3[N:5]([CH2:6][CH2:7][N:8]([C:15]4[C:20]([CH:21]=[O:22])=[C:19]([C:23]5[CH:28]=[C:27]([NH:29][C:30]6[CH:35]=[C:34]([CH3:36])[N:33]=[CH:32][N:31]=6)[C:26](=[O:37])[N:25]([CH3:38])[CH:24]=5)[CH:18]=[CH:17][N:16]=4)[C:9]3=[O:14])[C:4]=2[CH2:3]1. The product is [OH:22][CH2:21][C:20]1[C:15]([N:8]2[CH2:7][CH2:6][N:5]3[C:4]4[CH2:3][C:2]([CH3:1])([CH3:39])[CH2:13][C:12]=4[CH:11]=[C:10]3[C:9]2=[O:14])=[N:16][CH:17]=[CH:18][C:19]=1[C:23]1[CH:28]=[C:27]([NH:29][C:30]2[CH:35]=[C:34]([CH3:36])[N:33]=[CH:32][N:31]=2)[C:26](=[O:37])[N:25]([CH3:38])[CH:24]=1. The yield is 0.320. (7) The catalyst is O.C1C=CC(P(C2C=CC=CC=2)[C-]2C=CC=C2)=CC=1.C1C=CC(P(C2C=CC=CC=2)[C-]2C=CC=C2)=CC=1.Cl[Pd]Cl.[Fe+2]. The reactants are [CH3:1][O:2][C:3]1[CH:8]=[CH:7][C:6](B(O)O)=[CH:5][CH:4]=1.Cl[C:13]1[C:18]([CH2:19][OH:20])=[CH:17][CH:16]=[CH:15][N:14]=1.C(=O)(O)[O-].[Na+].O1CCOCC1. The product is [CH3:1][O:2][C:3]1[CH:8]=[CH:7][C:6]([C:13]2[C:18]([CH2:19][OH:20])=[CH:17][CH:16]=[CH:15][N:14]=2)=[CH:5][CH:4]=1. The yield is 0.670. (8) The reactants are [C:1]([CH2:3][C:4]([CH:6]1[CH2:11][CH2:10][CH2:9][CH2:8][NH:7]1)=O)#[N:2].[CH:12]([O:14][CH2:15][C:16]1[CH:21]=[CH:20][CH:19]=[CH:18][CH:17]=1)=[O:13].C(O)C.[CH3:25][NH:26][NH2:27]. The catalyst is C(OCC)(=O)C. The product is [CH3:25][N:26]1[C:1]([NH2:2])=[CH:3][C:4]([CH:6]2[CH2:11][CH2:10][CH2:9][CH2:8][NH:7]2)=[N:27]1.[CH:12]([O:14][CH2:15][C:16]1[CH:21]=[CH:20][CH:19]=[CH:18][CH:17]=1)=[O:13]. The yield is 0.666.